From a dataset of NCI-60 drug combinations with 297,098 pairs across 59 cell lines. Regression. Given two drug SMILES strings and cell line genomic features, predict the synergy score measuring deviation from expected non-interaction effect. (1) Drug 1: CS(=O)(=O)C1=CC(=C(C=C1)C(=O)NC2=CC(=C(C=C2)Cl)C3=CC=CC=N3)Cl. Drug 2: CCC1(C2=C(COC1=O)C(=O)N3CC4=CC5=C(C=CC(=C5CN(C)C)O)N=C4C3=C2)O.Cl. Cell line: SK-MEL-5. Synergy scores: CSS=3.75, Synergy_ZIP=-4.33, Synergy_Bliss=1.17, Synergy_Loewe=-14.8, Synergy_HSA=-2.46. (2) Drug 1: C1=CC(=CC=C1CC(C(=O)O)N)N(CCCl)CCCl.Cl. Drug 2: CC1=C(C=C(C=C1)C(=O)NC2=CC(=CC(=C2)C(F)(F)F)N3C=C(N=C3)C)NC4=NC=CC(=N4)C5=CN=CC=C5. Cell line: HOP-62. Synergy scores: CSS=10.4, Synergy_ZIP=-4.60, Synergy_Bliss=-3.37, Synergy_Loewe=-6.94, Synergy_HSA=-6.43. (3) Drug 1: CS(=O)(=O)C1=CC(=C(C=C1)C(=O)NC2=CC(=C(C=C2)Cl)C3=CC=CC=N3)Cl. Drug 2: C1=CC(=C2C(=C1NCCNCCO)C(=O)C3=C(C=CC(=C3C2=O)O)O)NCCNCCO. Cell line: IGROV1. Synergy scores: CSS=50.9, Synergy_ZIP=7.90, Synergy_Bliss=9.28, Synergy_Loewe=-38.6, Synergy_HSA=9.74. (4) Drug 2: C1CCC(C(C1)N)N.C(=O)(C(=O)[O-])[O-].[Pt+4]. Synergy scores: CSS=42.8, Synergy_ZIP=0.575, Synergy_Bliss=-0.522, Synergy_Loewe=10.5, Synergy_HSA=6.35. Cell line: COLO 205. Drug 1: C1=CC(=CC=C1C#N)C(C2=CC=C(C=C2)C#N)N3C=NC=N3.